This data is from Forward reaction prediction with 1.9M reactions from USPTO patents (1976-2016). The task is: Predict the product of the given reaction. (1) Given the reactants [C:1]([O:4][CH:5]([NH:15][C:16]([O:18][CH2:19][C:20]1[CH:33]=[CH:32][C:31]2[C:30](=[O:34])[C:29]3[C:24](=[CH:25][CH:26]=[CH:27][CH:28]=3)[C:23](=[O:35])[C:22]=2[CH:21]=1)=[O:17])[CH2:6][O:7][CH2:8][C:9]1[CH:14]=[CH:13][CH:12]=[CH:11][CH:10]=1)(=O)C.COCCOC, predict the reaction product. The product is: [CH2:8]([O:7][CH2:6][CH:5]([NH:15][C:16](=[O:17])[O:18][CH2:19][C:20]1[CH:33]=[CH:32][C:31]2[C:30](=[O:34])[C:29]3[C:24](=[CH:25][CH:26]=[CH:27][CH:28]=3)[C:23](=[O:35])[C:22]=2[CH:21]=1)[O:4][CH3:1])[C:9]1[CH:14]=[CH:13][CH:12]=[CH:11][CH:10]=1. (2) Given the reactants [CH:1]([C:4]1[CH:9]=[CH:8][CH:7]=[CH:6][C:5]=1[C@H:10]1[C@H:15]([C:16]([O:18]CC)=[O:17])[CH2:14][CH2:13][N:12]([C:21]([O:23][C:24]([CH3:27])([CH3:26])[CH3:25])=[O:22])[CH2:11]1)([CH3:3])[CH3:2].[OH-].[Na+].C(O)(=O)CC(CC(O)=O)(C(O)=O)O, predict the reaction product. The product is: [C:24]([O:23][C:21]([N:12]1[CH2:13][CH2:14][C@@H:15]([C:16]([OH:18])=[O:17])[C@H:10]([C:5]2[CH:6]=[CH:7][CH:8]=[CH:9][C:4]=2[CH:1]([CH3:3])[CH3:2])[CH2:11]1)=[O:22])([CH3:27])([CH3:26])[CH3:25]. (3) Given the reactants Cl[C:2]1[CH:7]=[C:6]([C:8]2[CH:13]=[CH:12][CH:11]=[CH:10][CH:9]=2)[N:5]=[C:4]([NH:14][C:15](=[O:29])[CH2:16][CH2:17][C:18]([C:20]2[CH:21]=[CH:22][C:23]3[O:27][CH2:26][CH2:25][C:24]=3[CH:28]=2)=[O:19])[CH:3]=1.C1(C2C=CC=CC=2)C=CC=CC=1P(C1CCCCC1)C1CCCCC1.C(=O)([O-])[O-].[K+].[K+].CC1(C)C(C)(C)OB([C:69]2[CH:81]=[CH:80][C:72]([CH2:73][N:74]3[CH2:79][CH2:78][O:77][CH2:76][CH2:75]3)=[CH:71][CH:70]=2)O1, predict the reaction product. The product is: [O:27]1[C:23]2[CH:22]=[CH:21][C:20]([C:18](=[O:19])[CH2:17][CH2:16][C:15]([NH:14][C:4]3[CH:3]=[C:2]([C:69]4[CH:70]=[CH:71][C:72]([CH2:73][N:74]5[CH2:79][CH2:78][O:77][CH2:76][CH2:75]5)=[CH:80][CH:81]=4)[CH:7]=[C:6]([C:8]4[CH:13]=[CH:12][CH:11]=[CH:10][CH:9]=4)[N:5]=3)=[O:29])=[CH:28][C:24]=2[CH2:25][CH2:26]1. (4) Given the reactants CS([Cl:5])(=O)=O.C(N(CC)CC)C.[I:13][C:14]1[CH:21]=[CH:20][CH:19]=[CH:18][C:15]=1[CH2:16]O.C(=O)([O-])O.[Na+], predict the reaction product. The product is: [Cl:5][CH2:16][C:15]1[CH:18]=[CH:19][CH:20]=[CH:21][C:14]=1[I:13]. (5) Given the reactants [CH3:1][C:2]1[CH:7]=[CH:6][C:5]([CH3:8])=[CH:4][C:3]=1[C:9](=[O:11])[CH3:10].[F:12][C:13]([F:20])([F:19])[C:14](OCC)=[O:15].C[O-].[Na+], predict the reaction product. The product is: [CH3:1][C:2]1[CH:7]=[CH:6][C:5]([CH3:8])=[CH:4][C:3]=1[C:9](=[O:11])[CH2:10][C:14](=[O:15])[C:13]([F:20])([F:19])[F:12]. (6) Given the reactants [AlH4-].[Li+].[CH:3]([N:6]1[C:10]([C:11]2[N:12]=[C:13]3[C:19]4[CH:20]=[CH:21][C:22]([C:24]([NH2:26])=O)=[CH:23][C:18]=4[O:17][CH2:16][CH2:15][N:14]3[CH:27]=2)=[CH:9][CH:8]=[N:7]1)([CH3:5])[CH3:4], predict the reaction product. The product is: [CH:3]([N:6]1[C:10]([C:11]2[N:12]=[C:13]3[C:19]4[CH:20]=[CH:21][C:22]([CH2:24][NH2:26])=[CH:23][C:18]=4[O:17][CH2:16][CH2:15][N:14]3[CH:27]=2)=[CH:9][CH:8]=[N:7]1)([CH3:5])[CH3:4]. (7) Given the reactants CN([CH:4]=[O:5])C.O=P(Cl)(Cl)Cl.[CH3:11][O:12][C:13]([N:15]1[CH:20]=[CH:19][CH2:18][C:17]([CH:21]2[CH2:25][CH2:24][CH2:23][N:22]2[CH3:26])=[CH:16]1)=[O:14].CC([O-])=O.[Na+].C([O-])(O)=O.[Na+], predict the reaction product. The product is: [CH3:11][O:12][C:13]([N:15]1[CH:16]=[C:17]([C@@H:21]2[CH2:25][CH2:24][CH2:23][N:22]2[CH3:26])[CH2:18][C:19]([CH:4]=[O:5])=[CH:20]1)=[O:14]. (8) The product is: [CH2:8]([C:2]1[NH:1][C:24]2[CH2:25][O:20][CH2:21][C:22](=[O:27])[C:23]=2[CH:15]([C:14]2[CH:17]=[CH:18][C:11]([F:10])=[C:12]([I:19])[CH:13]=2)[C:3]=1[C:4]([O:6][CH3:7])=[O:5])[CH3:9]. Given the reactants [NH2:1][C:2]([CH2:8][CH3:9])=[CH:3][C:4]([O:6][CH3:7])=[O:5].[F:10][C:11]1[CH:18]=[CH:17][C:14]([CH:15]=O)=[CH:13][C:12]=1[I:19].[O:20]1[CH2:25][C:24](=O)[CH2:23][C:22](=[O:27])[CH2:21]1, predict the reaction product. (9) Given the reactants [O:1]1[C:6]2[CH:7]=[CH:8][CH:9]=[C:10]([NH2:11])[C:5]=2[O:4][CH2:3][CH2:2]1.[CH2:12]([O:14][C:15](=[O:25])[C@@H:16]([CH3:24])[N:17]([CH2:21][CH2:22]Cl)[CH2:18][CH2:19]Cl)[CH3:13], predict the reaction product. The product is: [CH2:12]([O:14][C:15](=[O:25])[C@@H:16]([CH3:24])[N:17]1[CH2:18][CH2:19][N:11]([C:10]2[C:5]3[O:4][CH2:3][CH2:2][O:1][C:6]=3[CH:7]=[CH:8][CH:9]=2)[CH2:22][CH2:21]1)[CH3:13]. (10) The product is: [CH3:36][C:22]1[N:5]2[C:4]3[CH:3]=[C:2]([CH3:1])[N:10]([S:11]([C:14]4[CH:15]=[CH:16][CH:17]=[CH:18][CH:19]=4)(=[O:12])=[O:13])[C:9]=3[CH:8]=[CH:7][C:6]2=[N:20][N:21]=1. Given the reactants [CH3:1][C:2]1[N:10]([S:11]([C:14]2[CH:19]=[CH:18][CH:17]=[CH:16][CH:15]=2)(=[O:13])=[O:12])[C:9]2[C:4](=[N:5][C:6]([N:20](C(OC(C)(C)C)=O)[NH:21][C:22](OC(C)(C)C)=O)=[CH:7][CH:8]=2)[CH:3]=1.[CH3:36]C(O)=O, predict the reaction product.